This data is from Forward reaction prediction with 1.9M reactions from USPTO patents (1976-2016). The task is: Predict the product of the given reaction. (1) Given the reactants [NH2:1][C:2]([C@:4]1([CH3:30])[CH2:8][CH2:7][C@H:6]([C:9]2[CH:14]=[CH:13][C:12]([O:15]CC3C=CC=CC=3)=[CH:11][CH:10]=2)[N:5]1[C:23]([O:25][C:26]([CH3:29])([CH3:28])[CH3:27])=[O:24])=[O:3], predict the reaction product. The product is: [NH2:1][C:2]([C@:4]1([CH3:30])[CH2:8][CH2:7][C@H:6]([C:9]2[CH:14]=[CH:13][C:12]([OH:15])=[CH:11][CH:10]=2)[N:5]1[C:23]([O:25][C:26]([CH3:29])([CH3:28])[CH3:27])=[O:24])=[O:3]. (2) Given the reactants [F:1][C:2]1[CH:7]=[CH:6][C:5]([C:8]2[CH:9]=[C:10]3[C:14](=[C:15]([C:17]([NH2:19])=[O:18])[CH:16]=2)[NH:13][CH:12]=[C:11]3[CH:20]2[CH2:25][CH2:24][NH:23][CH2:22][CH2:21]2)=[CH:4][CH:3]=1.C(N(CC)CC)C.[Cl:33][CH2:34][CH2:35][CH2:36][S:37](Cl)(=[O:39])=[O:38], predict the reaction product. The product is: [Cl:33][CH2:34][CH2:35][CH2:36][S:37]([N:23]1[CH2:24][CH2:25][CH:20]([C:11]2[C:10]3[C:14](=[C:15]([C:17]([NH2:19])=[O:18])[CH:16]=[C:8]([C:5]4[CH:4]=[CH:3][C:2]([F:1])=[CH:7][CH:6]=4)[CH:9]=3)[NH:13][CH:12]=2)[CH2:21][CH2:22]1)(=[O:39])=[O:38]. (3) The product is: [CH2:15]([O:16][C:17](=[O:18])[C:4](=[O:20])[CH2:5][CH:8]1[CH:10]([C:11]2[C:19]3[O:18][CH2:17][O:16][C:15]=3[CH:14]=[CH:13][CH:12]=2)[CH2:9]1)[CH3:14]. Given the reactants C(O[C:4](=[O:20])[C:5]([CH:8]1[CH:10]([C:11]2[C:19]3[O:18][CH2:17][O:16][C:15]=3[CH:14]=[CH:13][CH:12]=2)[CH2:9]1)(O)C)C.S([O-])([O-])(=O)=S.[Na+].[Na+], predict the reaction product. (4) Given the reactants [CH3:1][S:2]([C:5]1[CH:27]=[CH:26][C:8]([CH2:9][C@@H:10]2[CH2:15][C@H:14]([C:16]3[O:20][NH:19][C:18](=[O:21])[CH:17]=3)[CH2:13][CH2:12][N:11]2C(OC)=O)=[CH:7][CH:6]=1)(=[O:4])=[O:3].Br, predict the reaction product. The product is: [CH3:1][S:2]([C:5]1[CH:27]=[CH:26][C:8]([CH2:9][C@@H:10]2[CH2:15][C@H:14]([C:16]3[O:20][NH:19][C:18](=[O:21])[CH:17]=3)[CH2:13][CH2:12][NH:11]2)=[CH:7][CH:6]=1)(=[O:3])=[O:4]. (5) Given the reactants [Cl:1][C:2]1[C:10]([C:11]2([C:14]#[N:15])[CH2:13][CH2:12]2)=[CH:9][CH:8]=[CH:7][C:3]=1[C:4]([OH:6])=O.C(Cl)(=O)C(Cl)=O.CN(C)C=O.[NH2:27][C:28]1[CH:29]=[C:30]([CH:49]=[CH:50][CH:51]=1)[O:31][C:32]1[CH:46]=[CH:45][C:35]2[N:36]=[C:37]([NH:39][C:40]([CH:42]3[CH2:44][CH2:43]3)=[O:41])[S:38][C:34]=2[C:33]=1[C:47]#[N:48], predict the reaction product. The product is: [Cl:1][C:2]1[C:10]([C:11]2([C:14]#[N:15])[CH2:13][CH2:12]2)=[CH:9][CH:8]=[CH:7][C:3]=1[C:4]([NH:27][C:28]1[CH:51]=[CH:50][CH:49]=[C:30]([O:31][C:32]2[CH:46]=[CH:45][C:35]3[N:36]=[C:37]([NH:39][C:40]([CH:42]4[CH2:44][CH2:43]4)=[O:41])[S:38][C:34]=3[C:33]=2[C:47]#[N:48])[CH:29]=1)=[O:6].